From a dataset of Full USPTO retrosynthesis dataset with 1.9M reactions from patents (1976-2016). Predict the reactants needed to synthesize the given product. (1) Given the product [ClH:1].[Cl:32][C:33]1[CH:34]=[C:35]([C@H:40]2[O:45][CH2:44][CH2:43][N:42]([CH2:46][C@H:47]([O:52][C:53](=[O:62])[NH:54][C:55]3[CH:60]=[CH:59][C:58]([Cl:61])=[CH:57][CH:56]=3)[C:48]([F:50])([F:51])[F:49])[CH2:41]2)[CH:36]=[C:37]([Cl:39])[CH:38]=1, predict the reactants needed to synthesize it. The reactants are: [Cl:1]C1C=C(C2CN(C[C@H](O)C(F)(F)F)CCO2)C=C(Cl)C=1.ClC1C=CC(N=C=O)=CC=1.[Cl:32][C:33]1[CH:34]=[C:35]([C@H:40]2[O:45][CH2:44][CH2:43][N:42]([CH2:46][C@H:47]([O:52][C:53](=[O:62])[NH:54][C:55]3[CH:60]=[CH:59][C:58]([Cl:61])=[CH:57][CH:56]=3)[C:48]([F:51])([F:50])[F:49])[CH2:41]2)[CH:36]=[C:37]([Cl:39])[CH:38]=1.Cl. (2) Given the product [CH3:1][O:2][C:3]([C:5]1[S:6][C:7]([CH:27]2[CH2:36][CH2:35][C:30]3([O:34][CH2:33][CH2:32][O:31]3)[CH2:29][CH2:28]2)=[CH:8][C:9]=1[N:10]([C@H:20]1[CH2:21][CH2:22][C@H:23]([O:26][CH3:37])[CH2:24][CH2:25]1)[C:11]([C@H:13]1[CH2:14][CH2:15][C@H:16]([CH3:19])[CH2:17][CH2:18]1)=[O:12])=[O:4], predict the reactants needed to synthesize it. The reactants are: [CH3:1][O:2][C:3]([C:5]1[S:6][C:7]([CH:27]2[CH2:36][CH2:35][C:30]3([O:34][CH2:33][CH2:32][O:31]3)[CH2:29][CH2:28]2)=[CH:8][C:9]=1[N:10]([C@H:20]1[CH2:25][CH2:24][C@H:23]([OH:26])[CH2:22][CH2:21]1)[C:11]([C@H:13]1[CH2:18][CH2:17][C@H:16]([CH3:19])[CH2:15][CH2:14]1)=[O:12])=[O:4].[CH3:37]I.[H-].[Na+]. (3) Given the product [S:3]1[C:4]2[CH:10]=[CH:9][CH:8]=[CH:7][C:5]=2[N:6]=[C:2]1[S:1]([CH2:18][C:19]1[C:20]([C:34]2[CH:39]=[CH:38][C:37]([F:40])=[CH:36][CH:35]=2)=[N:21][C:22]([N:28]([CH3:33])[S:29]([CH3:32])(=[O:31])=[O:30])=[N:23][C:24]=1[CH:25]([CH3:27])[CH3:26])(=[O:15])=[O:11], predict the reactants needed to synthesize it. The reactants are: [SH:1][C:2]1[S:3][C:4]2[CH:10]=[CH:9][CH:8]=[CH:7][C:5]=2[N:6]=1.[OH-:11].[Na+].CC(C)=[O:15].Cl[CH2:18][C:19]1[C:20]([C:34]2[CH:39]=[CH:38][C:37]([F:40])=[CH:36][CH:35]=2)=[N:21][C:22]([N:28]([CH3:33])[S:29]([CH3:32])(=[O:31])=[O:30])=[N:23][C:24]=1[CH:25]([CH3:27])[CH3:26].